From a dataset of Catalyst prediction with 721,799 reactions and 888 catalyst types from USPTO. Predict which catalyst facilitates the given reaction. (1) Reactant: [Cl-].O[NH3+:3].[C:4](=[O:7])([O-])[OH:5].[Na+].CS(C)=O.[CH3:13][O:14][CH:15]1[C:24]2[C:19](=[CH:20][CH:21]=[C:22]([N:25]3[C:30](=[O:31])[C:29]([CH2:32][C:33]4[CH:38]=[CH:37][C:36]([C:39]5[C:40]([C:45]#[N:46])=[CH:41][CH:42]=[CH:43][CH:44]=5)=[CH:35][CH:34]=4)=[C:28]([CH2:47][CH2:48][CH3:49])[N:27]=[C:26]3[CH3:50])[CH:23]=2)[O:18][C:17]([CH3:52])([CH3:51])[CH2:16]1. Product: [CH3:13][O:14][CH:15]1[C:24]2[C:19](=[CH:20][CH:21]=[C:22]([N:25]3[C:30](=[O:31])[C:29]([CH2:32][C:33]4[CH:38]=[CH:37][C:36]([C:39]5[CH:44]=[CH:43][CH:42]=[CH:41][C:40]=5[C:45]5[NH:3][C:4](=[O:7])[O:5][N:46]=5)=[CH:35][CH:34]=4)=[C:28]([CH2:47][CH2:48][CH3:49])[N:27]=[C:26]3[CH3:50])[CH:23]=2)[O:18][C:17]([CH3:51])([CH3:52])[CH2:16]1. The catalyst class is: 13. (2) Reactant: [CH3:1][Mg]Br.[CH2:4]([O:11][C:12]([CH:14]1[CH2:19][CH2:18][CH:17]([CH2:20][CH:21]=[O:22])[CH2:16][CH2:15]1)=[O:13])[C:5]1[CH:10]=[CH:9][CH:8]=[CH:7][CH:6]=1.O. Product: [CH2:4]([O:11][C:12]([CH:14]1[CH2:19][CH2:18][CH:17]([CH2:20][CH:21]([OH:22])[CH3:1])[CH2:16][CH2:15]1)=[O:13])[C:5]1[CH:10]=[CH:9][CH:8]=[CH:7][CH:6]=1. The catalyst class is: 1. (3) Reactant: C([O:3][C:4](=O)[C:5]([CH3:12])([N:7]1[CH2:11][CH2:10][CH2:9][CH2:8]1)[CH3:6])C.CO.[BH4-].[Li+]. Product: [CH3:6][C:5]([N:7]1[CH2:11][CH2:10][CH2:9][CH2:8]1)([CH3:12])[CH2:4][OH:3]. The catalyst class is: 1. (4) Reactant: [CH3:1][C:2]1[C:10]([CH3:12])([CH3:11])[C:9]2[C:4](=[CH:5][CH:6]=[CH:7][CH:8]=2)[N:3]=1.[Cl:13][CH2:14][CH2:15][OH:16]. Product: [Cl-:13].[OH:16][CH2:15][CH2:14][N+:3]1[C:4]2[C:9](=[CH:8][CH:7]=[CH:6][CH:5]=2)[C:10]([CH3:12])([CH3:11])[C:2]=1[CH3:1]. The catalyst class is: 8. (5) Reactant: [Br:1][C:2]1[S:6][CH:5]=[C:4]([C:7]([NH2:10])([CH3:9])[CH3:8])[CH:3]=1.[C:11](=O)([O:22][CH:23]1[CH:28]2[CH2:29][CH2:30][N:25]([CH2:26][CH2:27]2)[CH2:24]1)[O:12]C1C=CC([N+]([O-])=O)=CC=1. Product: [Br:1][C:2]1[S:6][CH:5]=[C:4]([C:7]2([NH:10][C:11](=[O:12])[O:22][CH:23]3[CH:28]4[CH2:27][CH2:26][N:25]([CH2:30][CH2:29]4)[CH2:24]3)[CH2:9][CH2:8]2)[CH:3]=1. The catalyst class is: 527. (6) Reactant: [NH2:1][C:2]1[CH:12]=[C:11]([F:13])[C:10]([Br:14])=[CH:9][C:3]=1[C:4]([NH:6][CH2:7][CH3:8])=[O:5].C1(C)C=CC=CC=1.[C:22](Cl)(Cl)=[O:23]. Product: [Br:14][C:10]1[CH:9]=[C:3]2[C:2](=[CH:12][C:11]=1[F:13])[NH:1][C:22](=[O:23])[N:6]([CH2:7][CH3:8])[C:4]2=[O:5]. The catalyst class is: 1. (7) Reactant: C([NH:5][C:6]([C:8]1[CH:9]=[C:10]2[CH:16]=[C:15]([CH:17]([C:24]3[CH:29]=[CH:28][C:27]([S:30]([CH3:33])(=[O:32])=[O:31])=[CH:26][CH:25]=3)[CH2:18][CH:19]3[CH2:23][CH2:22][CH2:21][CH2:20]3)[NH:14][C:11]2=[N:12][CH:13]=1)=O)(C)(C)C.P(Cl)(Cl)(Cl)=O. Product: [CH:19]1([CH2:18][CH:17]([C:15]2[NH:14][C:11]3=[N:12][CH:13]=[C:8]([C:6]#[N:5])[CH:9]=[C:10]3[CH:16]=2)[C:24]2[CH:29]=[CH:28][C:27]([S:30]([CH3:33])(=[O:32])=[O:31])=[CH:26][CH:25]=2)[CH2:23][CH2:22][CH2:21][CH2:20]1. The catalyst class is: 22. (8) Reactant: [I:1][C:2]1[CH:17]=[CH:16][C:5]2[NH:6][C:7]([CH2:12][C:13](O)=[O:14])=[N:8][S:9](=[O:11])(=[O:10])[C:4]=2[CH:3]=1.C([O:21][C:22]([C:24]1[N:25]([NH:29][CH2:30][CH2:31][C:32]([CH3:35])([CH3:34])[CH3:33])[CH:26]=[CH:27][CH:28]=1)=O)C=C.ClCCl.[O-]CC.[Na+].Cl. Product: [CH3:33][C:32]([CH3:35])([CH3:34])[CH2:31][CH2:30][N:29]1[C:13](=[O:14])[C:12]([C:7]2[NH:6][C:5]3[CH:16]=[CH:17][C:2]([I:1])=[CH:3][C:4]=3[S:9](=[O:11])(=[O:10])[N:8]=2)=[C:22]([OH:21])[C:24]2=[CH:28][CH:27]=[CH:26][N:25]12. The catalyst class is: 737. (9) Reactant: [CH2:1]([N:8]([CH:36]([CH:38]1[CH2:40][CH2:39]1)[CH3:37])C(=O)CN1C(=O)[C@]2(C3C(=CC(NC(C4C=NOC=4C)=O)=CC=3)CC2)NC1=O)[C:2]1[CH:7]=[CH:6][CH:5]=[CH:4][CH:3]=1.OC1[N:47]=[C:46]2CCC(=O)[C:45]2=CC=1.C([O-])([O-])=O.[K+].[K+]. Product: [NH:47]1[C:5]2[C:6](=[CH:7][C:2]([CH2:1][NH:8][CH:36]([CH:38]3[CH2:39][CH2:40]3)[CH3:37])=[CH:3][CH:4]=2)[CH:45]=[CH:46]1. The catalyst class is: 18.